Task: Predict the reactants needed to synthesize the given product.. Dataset: Full USPTO retrosynthesis dataset with 1.9M reactions from patents (1976-2016) (1) The reactants are: [ClH:1].Cl.[NH2:3][C@@H:4]1[CH2:9][CH2:8][N:7]([CH2:10][CH2:11][N:12]2[C:21]3[C:16](=[N:17][CH:18]=[C:19]([F:22])[CH:20]=3)[CH:15]=[CH:14][C:13]2=[O:23])[CH2:6][C@@H:5]1[OH:24].C(N(CC)CC)C.[O:32]1[C:41]2[CH:40]=[C:39]([CH:42]=O)[N:38]=[CH:37][C:36]=2[O:35][CH2:34][CH2:33]1.C(O[BH-](OC(=O)C)OC(=O)C)(=O)C.[Na+].C(=O)([O-])O.[Na+]. Given the product [ClH:1].[O:32]1[C:41]2[CH:40]=[C:39]([CH2:42][NH:3][C@@H:4]3[CH2:9][CH2:8][N:7]([CH2:10][CH2:11][N:12]4[C:21]5[C:16](=[N:17][CH:18]=[C:19]([F:22])[CH:20]=5)[CH:15]=[CH:14][C:13]4=[O:23])[CH2:6][C@@H:5]3[OH:24])[N:38]=[CH:37][C:36]=2[O:35][CH2:34][CH2:33]1, predict the reactants needed to synthesize it. (2) Given the product [C:1]([O:5][C:6](=[O:27])[NH:7][CH2:8][C:9]([C@@H:12]1[C@@H:21]2[CH2:22][CH2:23][CH2:24][C@@H:20]2[C:19]2[CH:18]=[C:17]([C:25]#[N:26])[CH:16]=[CH:15][C:14]=2[NH:13]1)([CH3:11])[CH3:10])([CH3:2])([CH3:3])[CH3:4], predict the reactants needed to synthesize it. The reactants are: [C:1]([O:5][C:6](=[O:27])[NH:7][CH2:8][C:9]([C@@H:12]1[C@@H:21]2[CH:22]=[CH:23][CH2:24][C@@H:20]2[C:19]2[CH:18]=[C:17]([C:25]#[N:26])[CH:16]=[CH:15][C:14]=2[NH:13]1)([CH3:11])[CH3:10])([CH3:4])([CH3:3])[CH3:2].[H][H]. (3) Given the product [CH3:23][C:15]1[C:16]2[C:21](=[CH:20][CH:19]=[C:18]([C:24]([O:30][CH3:29])=[O:25])[CH:17]=2)[NH:13][N:14]=1, predict the reactants needed to synthesize it. The reactants are: C(N(CC)C(C)C)(C)C.C([N:13]1[C:21]2[C:16](=[CH:17][C:18](Br)=[CH:19][CH:20]=2)[C:15]([CH3:23])=[N:14]1)(=O)C.[CH3:24][OH:25].CN([CH:29]=[O:30])C. (4) Given the product [Br:1][C:2]1[CH:10]=[C:9]2[C:5]([CH2:6][C:7]3([C:8]2=[O:11])[CH2:24][C:22]2[C:23]4[C:18]([CH:19]=[CH:20][CH:21]=2)=[CH:17][CH:16]=[CH:15][C:14]=4[CH2:13]3)=[CH:4][CH:3]=1, predict the reactants needed to synthesize it. The reactants are: [Br:1][C:2]1[CH:10]=[C:9]2[C:5]([CH2:6][CH2:7][C:8]2=[O:11])=[CH:4][CH:3]=1.Br[CH2:13][C:14]1[C:23]2[C:18](=[CH:19][CH:20]=[CH:21][C:22]=2[CH2:24]Br)[CH:17]=[CH:16][CH:15]=1.[H-].[Na+]. (5) Given the product [CH3:25][O:24][C:19]1[CH:20]=[C:21]2[C:16](=[CH:17][C:18]=1[O:26][CH3:27])[N:15]=[C:14]([O:1][C@H:2]1[CH2:7][CH2:6][C@H:5]([C:8]([OH:10])=[O:9])[CH2:4][CH2:3]1)[CH:23]=[N:22]2, predict the reactants needed to synthesize it. The reactants are: [OH:1][C@H:2]1[CH2:7][CH2:6][C@H:5]([C:8]([OH:10])=[O:9])[CH2:4][CH2:3]1.[H-].[Na+].Cl[C:14]1[CH:23]=[N:22][C:21]2[C:16](=[CH:17][C:18]([O:26][CH3:27])=[C:19]([O:24][CH3:25])[CH:20]=2)[N:15]=1. (6) Given the product [OH:17][C:15]1[CH:16]=[C:8]([CH:9]=[C:10]([C:11]([N:20]2[CH:29]3[CH:24]([CH2:25][CH2:26][CH2:27][CH2:28]3)[CH2:23][CH2:22][CH2:21]2)=[O:13])[CH:14]=1)[O:7][C:6]1[CH:5]=[CH:4][C:3]([C:1]#[N:2])=[CH:19][CH:18]=1, predict the reactants needed to synthesize it. The reactants are: [C:1]([C:3]1[CH:19]=[CH:18][C:6]([O:7][C:8]2[CH:9]=[C:10]([CH:14]=[C:15]([OH:17])[CH:16]=2)[C:11]([OH:13])=O)=[CH:5][CH:4]=1)#[N:2].[NH:20]1[CH:29]2[CH:24]([CH2:25][CH2:26][CH2:27][CH2:28]2)[CH2:23][CH2:22][CH2:21]1. (7) Given the product [Br:1][C:2]1[CH:7]=[C:6]([CH3:8])[CH:5]=[CH:4][C:3]=1[CH2:26][C:24]([O:23][CH3:22])=[O:25], predict the reactants needed to synthesize it. The reactants are: [Br:1][C:2]1[CH:7]=[C:6]([CH3:8])[CH:5]=[CH:4][C:3]=1C(=O)C=[N+]=[N-].CCN(CC)CC.C[CH2:22][O:23][C:24]([CH3:26])=[O:25].